This data is from Forward reaction prediction with 1.9M reactions from USPTO patents (1976-2016). The task is: Predict the product of the given reaction. (1) Given the reactants [CH:1]1([C:4]2[CH:5]=[C:6]3[C:10](=[CH:11][CH:12]=2)[N:9]([CH3:13])[N:8]=[C:7]3[C:14]2[N:15]=[C:16]3[C:22]([C:23](O)=[O:24])=[CH:21][N:20]([CH2:26][O:27][CH2:28][CH2:29][Si:30]([CH3:33])([CH3:32])[CH3:31])[C:17]3=[N:18][CH:19]=2)[CH2:3][CH2:2]1.Cl.[CH3:35][O:36][CH2:37][C@@H:38]([NH2:40])[CH3:39].CN(C(ON1N=NC2C=CC=NC1=2)=[N+](C)C)C.F[P-](F)(F)(F)(F)F.C(N(CC)C(C)C)(C)C, predict the reaction product. The product is: [CH3:35][O:36][CH2:37][C@@H:38]([NH:40][C:23]([C:22]1[C:16]2[C:17](=[N:18][CH:19]=[C:14]([C:7]3[C:6]4[C:10](=[CH:11][CH:12]=[C:4]([CH:1]5[CH2:3][CH2:2]5)[CH:5]=4)[N:9]([CH3:13])[N:8]=3)[N:15]=2)[N:20]([CH2:26][O:27][CH2:28][CH2:29][Si:30]([CH3:32])([CH3:33])[CH3:31])[CH:21]=1)=[O:24])[CH3:39]. (2) Given the reactants [OH:1][CH2:2][CH:3]([N:10]1[CH2:18][C:17]2[C:12](=[CH:13][CH:14]=[C:15]([CH3:19])[CH:16]=2)[C:11]1=[O:20])[C:4]1[CH:9]=[CH:8][CH:7]=[CH:6][CH:5]=1.C(N(CC)CC)C.[CH3:28][S:29](Cl)(=[O:31])=[O:30].C(=O)(O)[O-].[Na+], predict the reaction product. The product is: [CH3:19][C:15]1[CH:16]=[C:17]2[C:12](=[CH:13][CH:14]=1)[C:11](=[O:20])[N:10]([CH:3]([C:4]1[CH:5]=[CH:6][CH:7]=[CH:8][CH:9]=1)[CH2:2][O:1][S:29]([CH3:28])(=[O:31])=[O:30])[CH2:18]2. (3) Given the reactants [CH3:1][O:2][C:3]([CH:5]([CH2:9][C:10]1[CH:15]=[CH:14][C:13]([O:16][CH2:17][CH2:18][O:19][C:20]2[CH:29]=[CH:28][C:27]3[C:22](=[CH:23][CH:24]=[CH:25][CH:26]=3)[CH:21]=2)=[CH:12][CH:11]=1)[C:6](O)=[O:7])=[O:4].S(Cl)(Cl)=O.[NH3:34], predict the reaction product. The product is: [C:6]([CH:5]([CH2:9][C:10]1[CH:15]=[CH:14][C:13]([O:16][CH2:17][CH2:18][O:19][C:20]2[CH:29]=[CH:28][C:27]3[C:22](=[CH:23][CH:24]=[CH:25][CH:26]=3)[CH:21]=2)=[CH:12][CH:11]=1)[C:3]([O:2][CH3:1])=[O:4])(=[O:7])[NH2:34]. (4) Given the reactants [C:1](=[O:26])(OC1C=CC([N+]([O-])=O)=CC=1)[O:2][CH:3]1[CH2:6][N:5]([C:7]2[CH:12]=[CH:11][C:10]([C:13](=[O:15])[NH2:14])=[CH:9][N:8]=2)[CH2:4]1.[CH:27]([N:30]1[CH2:35][CH2:34][NH:33][CH2:32][CH2:31]1)([CH3:29])[CH3:28], predict the reaction product. The product is: [CH:27]([N:30]1[CH2:35][CH2:34][N:33]([C:1]([O:2][CH:3]2[CH2:4][N:5]([C:7]3[CH:12]=[CH:11][C:10]([C:13](=[O:15])[NH2:14])=[CH:9][N:8]=3)[CH2:6]2)=[O:26])[CH2:32][CH2:31]1)([CH3:29])[CH3:28].